This data is from Reaction yield outcomes from USPTO patents with 853,638 reactions. The task is: Predict the reaction yield, written as a fraction of the theoretical maximum amount of product (1.0 means a 100% yield; for example, 0.34 means a 34% yield). (1) The reactants are [CH3:1][O:2][C:3]1[CH:8]=[CH:7][CH:6]=[CH:5][C:4]=1[N:9]1[C:13](=[O:14])[C:12]([C:15]([O:17]CC)=[O:16])=[CH:11][N:10]1[CH3:20].O1CCCC1.[OH-].[Na+]. The catalyst is CO. The product is [CH3:1][O:2][C:3]1[CH:8]=[CH:7][CH:6]=[CH:5][C:4]=1[N:9]1[C:13](=[O:14])[C:12]([C:15]([OH:17])=[O:16])=[CH:11][N:10]1[CH3:20]. The yield is 0.850. (2) The reactants are [Br:1][C:2]1[N:7]=[CH:6][C:5]([CH2:8][NH:9][CH2:10][CH2:11][O:12][CH3:13])=[CH:4][CH:3]=1.[C:14](O[C:14]([O:16][C:17]([CH3:20])([CH3:19])[CH3:18])=[O:15])([O:16][C:17]([CH3:20])([CH3:19])[CH3:18])=[O:15]. The catalyst is C1COCC1. The product is [Br:1][C:2]1[N:7]=[CH:6][C:5]([CH2:8][N:9]([CH2:10][CH2:11][O:12][CH3:13])[C:14](=[O:15])[O:16][C:17]([CH3:20])([CH3:19])[CH3:18])=[CH:4][CH:3]=1. The yield is 0.880. (3) The reactants are [CH2:1]([C:3]1[CH:8]=[CH:7][C:6]([C@H:9]2[CH2:14][C@@H:13]([C:15]([F:18])([F:17])[F:16])[N:12]3[N:19]=[CH:20][C:21]([C:22](O)=[O:23])=[C:11]3[NH:10]2)=[CH:5][CH:4]=1)[CH3:2].CN(C(ON1N=NC2C=CC=NC1=2)=[N+](C)C)C.F[P-](F)(F)(F)(F)F.C(N(CC)C(C)C)(C)C.[F:58][C:59]1[CH:64]=[C:63]([CH3:65])[CH:62]=[CH:61][C:60]=1[CH2:66][NH2:67]. No catalyst specified. The product is [CH2:1]([C:3]1[CH:4]=[CH:5][C:6]([C@H:9]2[CH2:14][C@@H:13]([C:15]([F:17])([F:16])[F:18])[N:12]3[N:19]=[CH:20][C:21]([C:22]([NH:67][CH2:66][C:60]4[CH:61]=[CH:62][C:63]([CH3:65])=[CH:64][C:59]=4[F:58])=[O:23])=[C:11]3[NH:10]2)=[CH:7][CH:8]=1)[CH3:2]. The yield is 0.710. (4) The reactants are [C:1]1([CH:8]=[CH:7][C:5]([OH:6])=[CH:4][CH:3]=1)[OH:2].[Cl:9][CH2:10][C:11](Cl)=[O:12]. No catalyst specified. The product is [Cl:9][CH2:10][C:11]([O:2][C:1]1[CH:8]=[CH:7][C:5]([O:6][C:11](=[O:12])[CH2:10][Cl:9])=[CH:4][CH:3]=1)=[O:12]. The yield is 0.460.